From a dataset of Forward reaction prediction with 1.9M reactions from USPTO patents (1976-2016). Predict the product of the given reaction. (1) The product is: [Cl:39][C:35]1[CH:34]=[C:33]2[C:38]([C:29]([N:13]3[C:11]4[C:10](=[CH:9][CH:8]=[C:7]([N:4]5[CH2:3][CH2:2][O:1][CH2:6][CH2:5]5)[CH:12]=4)[C:15]4([CH2:20][CH2:19][O:18][CH2:17][CH2:16]4)[CH2:14]3)=[C:30]([CH3:47])[C:31]([C:40]3[CH:45]=[CH:44][CH:43]=[CH:42][C:41]=3[F:46])=[N:32]2)=[CH:37][CH:36]=1. Given the reactants [O:1]1[CH2:6][CH2:5][N:4]([C:7]2[CH:12]=[C:11]3[NH:13][CH2:14][C:15]4([CH2:20][CH2:19][O:18][CH2:17][CH2:16]4)[C:10]3=[CH:9][CH:8]=2)[CH2:3][CH2:2]1.CN(C=O)C.[H-].[Na+].Cl[C:29]1[C:38]2[C:33](=[CH:34][C:35]([Cl:39])=[CH:36][CH:37]=2)[N:32]=[C:31]([C:40]2[CH:45]=[CH:44][CH:43]=[CH:42][C:41]=2[F:46])[C:30]=1[CH3:47], predict the reaction product. (2) The product is: [Cl:28][CH2:27][CH2:26][C:12]1[C:11]([NH:29][C:77]([C:68]2[NH:69][C:70]3[C:66]([CH:67]=2)=[CH:65][C:64]([O:63][CH3:62])=[C:72]([O:73][CH3:74])[C:71]=3[O:75][CH3:76])=[O:78])=[CH:10][C:9]([OH:8])=[C:17]2[C:13]=1[C:14]([C:22]([O:24][CH3:25])=[O:23])=[C:15]([C:18]([O:20][CH3:21])=[O:19])[NH:16]2. Given the reactants C([O:8][C:9]1[CH:10]=[C:11]([N+:29]([O-])=O)[C:12]([CH2:26][CH2:27][Cl:28])=[C:13]2[C:17]=1[NH:16][C:15]([C:18]([O:20][CH3:21])=[O:19])=[C:14]2[C:22]([O:24][CH3:25])=[O:23])C1C=CC=CC=1.C(OC1C=C([N+]([O-])=O)C(Cl)=CC=1N)C1C=CC=CC=1.CCN=C=NCCCN(C)C.[CH3:62][O:63][C:64]1[CH:65]=[C:66]2[C:70](=[C:71]([O:75][CH3:76])[C:72]=1[O:73][CH3:74])[NH:69][C:68]([C:77](O)=[O:78])=[CH:67]2, predict the reaction product. (3) Given the reactants [Cl:1][C:2]1[CH:10]=[CH:9][C:5]([C:6]([OH:8])=O)=[C:4]([I:11])[CH:3]=1.C(Cl)(=O)C(Cl)=O.[NH2:18][C:19]([CH3:23])([CH3:22])[CH2:20]O.S(Cl)(Cl)=O.C([O-])(O)=O.[Na+], predict the reaction product. The product is: [Cl:1][C:2]1[CH:10]=[CH:9][C:5]([C:6]2[O:8][CH2:20][C:19]([CH3:23])([CH3:22])[N:18]=2)=[C:4]([I:11])[CH:3]=1. (4) Given the reactants [CH:1]1[C:10]2[C:5](=[CH:6][CH:7]=[C:8]([OH:11])[CH:9]=2)[CH:4]=[CH:3][C:2]=1[C:12]1[CH:21]=[CH:20][C:19]2[C:14](=[CH:15][CH:16]=[CH:17][CH:18]=2)[CH:13]=1.N1C=CC=CC=1.[F:28][C:29]([F:42])([F:41])[S:30](O[S:30]([C:29]([F:42])([F:41])[F:28])(=[O:32])=[O:31])(=[O:32])=[O:31].O, predict the reaction product. The product is: [F:28][C:29]([F:42])([F:41])[S:30]([O:11][C:8]1[CH:9]=[C:10]2[C:5]([CH:4]=[CH:3][C:2]([C:12]3[CH:21]=[CH:20][C:19]4[C:14](=[CH:15][CH:16]=[CH:17][CH:18]=4)[CH:13]=3)=[CH:1]2)=[CH:6][CH:7]=1)(=[O:32])=[O:31]. (5) Given the reactants F[C:2]1[CH:7]=[CH:6][N:5]=[C:4]([NH:8][C:9]2[CH:14]=[C:13]([O:15][CH3:16])[C:12]([O:17][CH3:18])=[C:11]([O:19][CH3:20])[CH:10]=2)[CH:3]=1.CC1C=C(O[C:36]2[CH:41]=[CH:40][N:39]=[C:38]([NH:42][C:43]3[CH:44]=[C:45](C=C[CH:50]=3)C#N)[CH:37]=2)C(C2C=CC=CN=2)=NC=1C.[C:51]([O-:54])([O-])=O.[K+].[K+], predict the reaction product. The product is: [CH3:50][C:43]1[N:42]=[C:38]([N:39]2[CH2:37][CH2:36][CH2:41][CH2:40]2)[C:51]([O:54][C:2]2[CH:7]=[CH:6][N:5]=[C:4]([NH:8][C:9]3[CH:14]=[C:13]([O:15][CH3:16])[C:12]([O:17][CH3:18])=[C:11]([O:19][CH3:20])[CH:10]=3)[CH:3]=2)=[CH:45][CH:44]=1. (6) Given the reactants C([Sn](CCCC)(CCCC)[C:6]1[N:7]=[N:8][N:9]([CH2:11][C:12]2[CH:17]=[C:16]([Cl:18])[C:15]([Cl:19])=[C:14]([Cl:20])[CH:13]=2)[CH:10]=1)CCC.Cl[C:30]1[N:35]=[CH:34][C:33]([C:36]([NH2:38])=O)=[CH:32][N:31]=1, predict the reaction product. The product is: [Cl:18][C:16]1[CH:17]=[C:12]([CH:13]=[C:14]([Cl:20])[C:15]=1[Cl:19])[CH2:11][N:9]1[CH:10]=[C:6]([C:30]2[N:35]=[CH:34][C:33]([C:36]#[N:38])=[CH:32][N:31]=2)[N:7]=[N:8]1. (7) Given the reactants [C:1]([O:5][C:6]([N:8]1[CH2:12][CH2:11][C@@H:10]([OH:13])[CH2:9]1)=[O:7])([CH3:4])([CH3:3])[CH3:2].[H-].[Na+].[Cl:16][C:17]1[CH:24]=[CH:23][C:20]([CH2:21]Br)=[CH:19][CH:18]=1, predict the reaction product. The product is: [C:1]([O:5][C:6]([N:8]1[CH2:12][CH2:11][C@@H:10]([O:13][CH2:21][C:20]2[CH:23]=[CH:24][C:17]([Cl:16])=[CH:18][CH:19]=2)[CH2:9]1)=[O:7])([CH3:4])([CH3:2])[CH3:3].